From a dataset of NCI-60 drug combinations with 297,098 pairs across 59 cell lines. Regression. Given two drug SMILES strings and cell line genomic features, predict the synergy score measuring deviation from expected non-interaction effect. (1) Drug 1: CC1CCC2CC(C(=CC=CC=CC(CC(C(=O)C(C(C(=CC(C(=O)CC(OC(=O)C3CCCCN3C(=O)C(=O)C1(O2)O)C(C)CC4CCC(C(C4)OC)O)C)C)O)OC)C)C)C)OC. Drug 2: C1C(C(OC1N2C=NC(=NC2=O)N)CO)O. Cell line: DU-145. Synergy scores: CSS=15.5, Synergy_ZIP=-5.44, Synergy_Bliss=-0.985, Synergy_Loewe=1.36, Synergy_HSA=2.55. (2) Drug 1: C1=CN(C=N1)CC(O)(P(=O)(O)O)P(=O)(O)O. Drug 2: CC1C(C(CC(O1)OC2CC(OC(C2O)C)OC3=CC4=CC5=C(C(=O)C(C(C5)C(C(=O)C(C(C)O)O)OC)OC6CC(C(C(O6)C)O)OC7CC(C(C(O7)C)O)OC8CC(C(C(O8)C)O)(C)O)C(=C4C(=C3C)O)O)O)O. Cell line: HOP-92. Synergy scores: CSS=34.9, Synergy_ZIP=-0.0427, Synergy_Bliss=-2.40, Synergy_Loewe=-22.3, Synergy_HSA=-4.69. (3) Drug 2: COCCOC1=C(C=C2C(=C1)C(=NC=N2)NC3=CC=CC(=C3)C#C)OCCOC.Cl. Drug 1: C(CCl)NC(=O)N(CCCl)N=O. Synergy scores: CSS=15.3, Synergy_ZIP=0.441, Synergy_Bliss=6.79, Synergy_Loewe=-0.455, Synergy_HSA=-0.846. Cell line: MOLT-4. (4) Drug 1: CC1=C2C(C(=O)C3(C(CC4C(C3C(C(C2(C)C)(CC1OC(=O)C(C(C5=CC=CC=C5)NC(=O)OC(C)(C)C)O)O)OC(=O)C6=CC=CC=C6)(CO4)OC(=O)C)OC)C)OC. Drug 2: CN1C2=C(C=C(C=C2)N(CCCl)CCCl)N=C1CCCC(=O)O.Cl. Cell line: PC-3. Synergy scores: CSS=50.9, Synergy_ZIP=11.1, Synergy_Bliss=13.0, Synergy_Loewe=-26.4, Synergy_HSA=14.4. (5) Cell line: SR. Drug 2: C1=NNC2=C1C(=O)NC=N2. Synergy scores: CSS=4.40, Synergy_ZIP=-2.06, Synergy_Bliss=-2.21, Synergy_Loewe=-0.766, Synergy_HSA=-1.22. Drug 1: CC(C)(C#N)C1=CC(=CC(=C1)CN2C=NC=N2)C(C)(C)C#N.